Dataset: Reaction yield outcomes from USPTO patents with 853,638 reactions. Task: Predict the reaction yield, written as a fraction of the theoretical maximum amount of product (1.0 means a 100% yield; for example, 0.34 means a 34% yield). The reactants are Br[CH2:2][C:3]([CH3:5])=[CH2:4].[Br:6][C:7]1[CH:12]=[CH:11][C:10]([N+:13]([O-:15])=[O:14])=[CH:9][C:8]=1[NH:16][C:17](=[O:19])[CH3:18].C(=O)([O-])[O-].[K+].[K+]. The catalyst is CN(C=O)C. The product is [Br:6][C:7]1[CH:12]=[CH:11][C:10]([N+:13]([O-:15])=[O:14])=[CH:9][C:8]=1[N:16]([CH2:2][C:3]([CH3:5])=[CH2:4])[C:17](=[O:19])[CH3:18]. The yield is 0.850.